Dataset: Forward reaction prediction with 1.9M reactions from USPTO patents (1976-2016). Task: Predict the product of the given reaction. (1) Given the reactants [C:1]([C:3]1[CH:4]=[C:5]([NH:20][C:21](=[O:30])[C:22]2[CH:27]=[CH:26][C:25]([O:28][CH3:29])=[CH:24][CH:23]=2)[C:6]([NH:9][C:10](=[O:19])[C:11]2[CH:16]=[CH:15][C:14]([O:17][CH3:18])=[CH:13][CH:12]=2)=[CH:7][CH:8]=1)#[N:2].Cl.[NH2:32][OH:33].C(N(CC)C(C)C)(C)C, predict the reaction product. The product is: [NH2:2][C:1](=[N:32][OH:33])[C:3]1[CH:4]=[C:5]([NH:20][C:21](=[O:30])[C:22]2[CH:23]=[CH:24][C:25]([O:28][CH3:29])=[CH:26][CH:27]=2)[C:6]([NH:9][C:10](=[O:19])[C:11]2[CH:12]=[CH:13][C:14]([O:17][CH3:18])=[CH:15][CH:16]=2)=[CH:7][CH:8]=1. (2) Given the reactants [NH2:1][CH:2]1[CH2:5][N:4]([C:6]2[CH:11]=[CH:10][C:9]([NH:12][C:13]3[N:18]=[C:17]([C:19]4[N:23]([CH:24]([CH3:26])[CH3:25])[C:22]([CH3:27])=[N:21][CH:20]=4)[C:16]([F:28])=[CH:15][N:14]=3)=[CH:8][CH:7]=2)[CH2:3]1.C(N(CC)CC)C.[CH3:36][S:37](Cl)(=[O:39])=[O:38], predict the reaction product. The product is: [F:28][C:16]1[C:17]([C:19]2[N:23]([CH:24]([CH3:25])[CH3:26])[C:22]([CH3:27])=[N:21][CH:20]=2)=[N:18][C:13]([NH:12][C:9]2[CH:8]=[CH:7][C:6]([N:4]3[CH2:3][CH:2]([NH:1][S:37]([CH3:36])(=[O:39])=[O:38])[CH2:5]3)=[CH:11][CH:10]=2)=[N:14][CH:15]=1. (3) Given the reactants C([N:4]1[C:12]2[C:7](=[CH:8][C:9]([N+:13]([O-:15])=[O:14])=[CH:10][CH:11]=2)[C:6](=[C:16](OC)[C:17]2[CH:22]=[CH:21][CH:20]=[CH:19][CH:18]=2)[C:5]1=[O:25])(=O)C.[N+:26]([C:29]1[CH:35]=[CH:34][C:32]([NH2:33])=[CH:31][CH:30]=1)([O-:28])=[O:27].N, predict the reaction product. The product is: [N+:26]([C:29]1[CH:35]=[CH:34][C:32]([NH:33]/[C:16](=[C:6]2\[C:5](=[O:25])[NH:4][C:12]3[C:7]\2=[CH:8][C:9]([N+:13]([O-:15])=[O:14])=[CH:10][CH:11]=3)/[C:17]2[CH:18]=[CH:19][CH:20]=[CH:21][CH:22]=2)=[CH:31][CH:30]=1)([O-:28])=[O:27]. (4) Given the reactants C[Si](C)(C)CCOC[N:7](COCC[Si](C)(C)C)[C:8]1[N:13]2[N:14]=[CH:15][C:16]([C:17]3[CH:18]=[N:19][C:20]([C:23]4[CH:28]=[CH:27][CH:26]=[CH:25][CH:24]=4)=[CH:21][CH:22]=3)=[C:12]2[N:11]=[C:10]([CH:29]2[CH2:34][CH2:33][N:32](C(OC(C)(C)C)=O)[CH2:31][CH2:30]2)[C:9]=1Br.C([Sn](CCCC)(CCCC)[C:58]([O:60]CC)=[CH2:59])CCC, predict the reaction product. The product is: [NH2:7][C:8]1[N:13]2[N:14]=[CH:15][C:16]([C:17]3[CH:18]=[N:19][C:20]([C:23]4[CH:28]=[CH:27][CH:26]=[CH:25][CH:24]=4)=[CH:21][CH:22]=3)=[C:12]2[N:11]=[C:10]([CH:29]2[CH2:34][CH2:33][NH:32][CH2:31][CH2:30]2)[C:9]=1[C:58](=[O:60])[CH3:59]. (5) Given the reactants [CH3:1][N:2]1[CH:6]2[CH2:7][CH2:8][C:3]1([CH:9]=O)[CH2:4][CH2:5]2.[CH3:11][C:12]([S:15]([NH2:17])=[O:16])([CH3:14])[CH3:13], predict the reaction product. The product is: [CH3:11][C:12]([S:15]([N:17]=[CH:9][C:3]12[N:2]([CH3:1])[CH:6]([CH2:7][CH2:8]1)[CH2:5][CH2:4]2)=[O:16])([CH3:14])[CH3:13].